From a dataset of Forward reaction prediction with 1.9M reactions from USPTO patents (1976-2016). Predict the product of the given reaction. (1) Given the reactants [Cl:1][C:2]1[CH:3]=[C:4]([CH:7]=[CH:8][C:9]=1[Cl:10])[CH:5]=[O:6].[C:11]([O:15][CH3:16])(=[O:14])[CH:12]=[CH2:13].N12CCN(CC1)CC2, predict the reaction product. The product is: [Cl:1][C:2]1[CH:3]=[C:4]([CH:5]([OH:6])[C:12](=[CH2:13])[C:11]([O:15][CH3:16])=[O:14])[CH:7]=[CH:8][C:9]=1[Cl:10]. (2) Given the reactants [F:1][C:2]1[C:3](=[O:15])[N:4]([C:9]2[CH:14]=[CH:13][CH:12]=[CH:11][CH:10]=2)[N:5]([CH3:8])[C:6]=1[CH3:7].[Br:16]NC(=O)CCC(N)=O.C(OOC(=O)C1C=CC=CC=1)(=O)C1C=CC=CC=1, predict the reaction product. The product is: [Br:16][CH2:7][C:6]1[N:5]([CH3:8])[N:4]([C:9]2[CH:10]=[CH:11][CH:12]=[CH:13][CH:14]=2)[C:3](=[O:15])[C:2]=1[F:1]. (3) Given the reactants [NH2:1][C:2]1[CH:7]=[CH:6][C:5]([C:8]2[N:9]([CH2:22][CH3:23])[C:10]3[C:15]([C:16]=2[C:17]#[N:18])=[CH:14][CH:13]=[C:12]([O:19][CH2:20][CH3:21])[CH:11]=3)=[CH:4][CH:3]=1.Cl[CH2:25][C:26]([N:28]=[C:29]=[O:30])=[O:27].C1CCN2C(=NCCC2)CC1, predict the reaction product. The product is: [O:30]=[C:29]1[NH:28][C:26](=[O:27])[CH2:25][N:1]1[C:2]1[CH:3]=[CH:4][C:5]([C:8]2[N:9]([CH2:22][CH3:23])[C:10]3[C:15]([C:16]=2[C:17]#[N:18])=[CH:14][CH:13]=[C:12]([O:19][CH2:20][CH3:21])[CH:11]=3)=[CH:6][CH:7]=1.